Dataset: Forward reaction prediction with 1.9M reactions from USPTO patents (1976-2016). Task: Predict the product of the given reaction. (1) Given the reactants [CH3:1][O:2][C:3]1[N:8]=[C:7]2[N:9]=[C:10]([O:13]CC3C=CC(OC)=CC=3)[CH:11]=[CH:12][C:6]2=[N:5][CH:4]=1.[N+]([O-])([O-])=O.[Ce+4].[NH4+].[N+]([O-])([O-])=O.[N+]([O-])([O-])=O.[N+]([O-])([O-])=O.[N+]([O-])([O-])=O.CO.C(Cl)Cl, predict the reaction product. The product is: [CH3:1][O:2][C:3]1[N:8]=[C:7]2[NH:9][C:10](=[O:13])[CH:11]=[CH:12][C:6]2=[N:5][CH:4]=1. (2) The product is: [CH3:1][C:2]1[C:7]([CH2:8][S+:9]([O-:19])[C:10]2[N-:11][C:12]3[CH:13]=[CH:14][CH:15]=[CH:16][C:17]=3[N:18]=2)=[N:6][CH:5]=[CH:4][C:3]=1[O:20][CH2:21][CH2:22][CH2:23][O:24][CH3:25].[Na+:34]. Given the reactants [CH3:1][C:2]1[C:7]([CH2:8][S+:9]([O-:19])[C:10]2[NH:11][C:12]3[CH:13]=[CH:14][CH:15]=[CH:16][C:17]=3[N:18]=2)=[N:6][CH:5]=[CH:4][C:3]=1[O:20][CH2:21][CH2:22][CH2:23][O:24][CH3:25].C(OC(C)C)(C)C.[OH-].[Na+:34], predict the reaction product. (3) Given the reactants O=O.[C:3]([O:7][C:8]([N:10]1[CH2:14][C:13]([C:15]2[CH:20]=[CH:19][CH:18]=[CH:17][CH:16]=2)=[C:12]([C:21]([OH:23])=[O:22])[CH2:11]1)=[O:9])([CH3:6])([CH3:5])[CH3:4].C(N(CC)CC)C.[H][H], predict the reaction product. The product is: [C:3]([O:7][C:8]([N:10]1[CH2:14][C@@H:13]([C:15]2[CH:20]=[CH:19][CH:18]=[CH:17][CH:16]=2)[C@@H:12]([C:21]([OH:23])=[O:22])[CH2:11]1)=[O:9])([CH3:6])([CH3:4])[CH3:5]. (4) Given the reactants [CH2:1]([NH:3][C:4]1[C:9]([CH:10]=[CH:11][C:12](OCC)=[O:13])=[CH:8][N:7]=[C:6]([NH:17][C:18]2[CH:23]=[CH:22][CH:21]=[CH:20][CH:19]=2)[N:5]=1)[CH3:2].N12CCCN=C1CCCCC2, predict the reaction product. The product is: [CH2:1]([N:3]1[C:4]2[N:5]=[C:6]([NH:17][C:18]3[CH:23]=[CH:22][CH:21]=[CH:20][CH:19]=3)[N:7]=[CH:8][C:9]=2[CH:10]=[CH:11][C:12]1=[O:13])[CH3:2]. (5) Given the reactants [I:1][CH2:2][C:3]1[N:4]=[C:5]([C:14]2[CH:19]=[CH:18][C:17](C)=[CH:16][CH:15]=2)[O:6][C:7]=1[C:8]1[CH:13]=[CH:12][CH:11]=[CH:10][CH:9]=1.C1([C:27](=[O:32])C(=NO)C)C=CC=CC=1.C(=O)C1C=CC=C(OC)C=1, predict the reaction product. The product is: [I:1][CH2:2][C:3]1[N:4]=[C:5]([C:14]2[CH:19]=[CH:18][CH:17]=[C:16]([O:32][CH3:27])[CH:15]=2)[O:6][C:7]=1[C:8]1[CH:13]=[CH:12][CH:11]=[CH:10][CH:9]=1. (6) Given the reactants [H-].[Na+].[CH2:3]([OH:7])[C:4]#[C:5][CH3:6].Cl[C:9]1[N:14]=[CH:13][N:12]=[C:11]([N:15]2[CH2:21][CH2:20][CH:19]([CH3:22])[CH2:18][CH2:17][CH:16]2[CH3:23])[C:10]=1[F:24].[Cl-].[NH4+], predict the reaction product. The product is: [CH2:3]([O:7][C:9]1[N:14]=[CH:13][N:12]=[C:11]([N:15]2[CH2:21][CH2:20][CH:19]([CH3:22])[CH2:18][CH2:17][CH:16]2[CH3:23])[C:10]=1[F:24])[C:4]#[C:5][CH3:6]. (7) Given the reactants [CH:1]([C:3]1[CH:23]=[C:22]([C:24]2[C:33]3[C:28](=[CH:29][C:30]([O:34][CH3:35])=[CH:31][CH:32]=3)[O:27][C:26](=[O:36])[CH:25]=2)[CH:21]=[CH:20][C:4]=1[O:5][C:6]1[CH:7]=[C:8]([C@@:12]2([CH3:19])[O:16][C:15](=[O:17])[NH:14][C:13]2=[O:18])[CH:9]=[CH:10][CH:11]=1)=O.F[C:38]1C=CC(C2C3C(=CC(OC)=CC=3)OC(=O)C=2)=C[C:39]=1C=O.C([O-])([O-])=O.[Cs+].[Cs+].O, predict the reaction product. The product is: [CH3:35][O:34][C:30]1[CH:29]=[C:28]2[C:33]([C:24]([C:22]3[CH:21]=[CH:20][C:4]([O:5][C:6]4[CH:7]=[C:8]([C@@:12]5([CH3:19])[O:16][C:15](=[O:17])[NH:14][C:13]5=[O:18])[CH:9]=[CH:10][CH:11]=4)=[C:3]([CH2:1][CH2:38][CH3:39])[CH:23]=3)=[CH:25][C:26](=[O:36])[O:27]2)=[CH:32][CH:31]=1. (8) The product is: [Cl:1][C:2]1[CH:3]=[N:4][C:5]2[N:6]([N:8]=[C:9]([C:11]([N:27]3[CH2:26][CH2:25][N:24]4[CH:29]=[C:21]([C:20]5[C:15]([F:14])=[N:16][CH:17]=[CH:18][CH:19]=5)[N:22]=[C:23]4[CH2:28]3)=[O:13])[CH:10]=2)[CH:7]=1. Given the reactants [Cl:1][C:2]1[CH:3]=[N:4][C:5]2[N:6]([N:8]=[C:9]([C:11]([OH:13])=O)[CH:10]=2)[CH:7]=1.[F:14][C:15]1[C:20]([C:21]2[N:22]=[C:23]3[CH2:28][NH:27][CH2:26][CH2:25][N:24]3[CH:29]=2)=[CH:19][CH:18]=[CH:17][N:16]=1, predict the reaction product. (9) Given the reactants [CH2:1]1[O:31][C:30]2[CH:29]=[CH:28][C:5]([CH2:6][O:7][C:8](=[O:27])[C@H:9]([NH:12][S:13]([C:16]3[C:21]([CH3:22])=[CH:20][C:19]([O:23][CH3:24])=[C:18](C)[C:17]=3[CH3:26])(=[O:15])=[O:14])[CH2:10][OH:11])=[CH:4][C:3]=2[O:2]1.O.[C:33]1(C)C=[CH:37][C:36](S(O)(=O)=O)=[CH:35][CH:34]=1.C(=O)(O)[O-:45].[Na+], predict the reaction product. The product is: [CH2:1]1[O:31][C:30]2[CH:29]=[CH:28][C:5]([CH2:6][O:7][C:8](=[O:27])[C@H:9]([NH:12][S:13]([C:16]3[C:17]([CH3:26])=[CH:18][C:19]([O:23][CH3:24])=[CH:20][C:21]=3[CH3:22])(=[O:15])=[O:14])[CH2:10][O:11][CH:37]3[CH2:36][CH2:35][CH2:34][CH2:33][O:45]3)=[CH:4][C:3]=2[O:2]1. (10) Given the reactants [OH:1][C@@H:2]([C@H:4]1[C:34](=[O:35])[N:6]2[C:7]([C:21]([O:23][CH2:24][C:25]3[CH:30]=[CH:29][C:28]([N+:31]([O-:33])=[O:32])=[CH:27][CH:26]=3)=[O:22])=[C:8]([C:11]3[S:15][C:14]4=[C:16]([S:19][CH3:20])[N:17]=[CH:18][N:13]4[CH:12]=3)[C@H:9]([CH3:10])[C@H:5]12)[CH3:3].Cl[CH2:37][C:38]1[N:39]=[CH:40][N:41]([C:43]([O:45][CH2:46][C:47]2[CH:52]=[CH:51][C:50]([N+:53]([O-:55])=[O:54])=[CH:49][CH:48]=2)=[O:44])[CH:42]=1.[I-:56].[Na+], predict the reaction product. The product is: [I-:56].[OH:1][C@@H:2]([C@H:4]1[C:34](=[O:35])[N:6]2[C:7]([C:21]([O:23][CH2:24][C:25]3[CH:26]=[CH:27][C:28]([N+:31]([O-:33])=[O:32])=[CH:29][CH:30]=3)=[O:22])=[C:8]([C:11]3[S:15][C:14]4=[C:16]([S:19][CH3:20])[N:17]([CH2:37][C:38]5[N:39]=[CH:40][N:41]([C:43]([O:45][CH2:46][C:47]6[CH:52]=[CH:51][C:50]([N+:53]([O-:55])=[O:54])=[CH:49][CH:48]=6)=[O:44])[CH:42]=5)[CH:18]=[N+:13]4[CH:12]=3)[C@H:9]([CH3:10])[C@H:5]12)[CH3:3].